Dataset: Forward reaction prediction with 1.9M reactions from USPTO patents (1976-2016). Task: Predict the product of the given reaction. (1) Given the reactants Cl[C:2]1[O:3][C:4]2[CH:10]=[CH:9][C:8]([O:11][CH3:12])=[CH:7][C:5]=2[N:6]=1.[Br:13][C:14]1[CH:20]=[CH:19][C:17]([NH2:18])=[CH:16][CH:15]=1.C(N(C(C)C)CC)(C)C, predict the reaction product. The product is: [Br:13][C:14]1[CH:20]=[CH:19][C:17]([NH:18][C:2]2[O:3][C:4]3[CH:10]=[CH:9][C:8]([O:11][CH3:12])=[CH:7][C:5]=3[N:6]=2)=[CH:16][CH:15]=1. (2) Given the reactants C(=O)(OC(C)(C)C)N.[C:9]([NH:12][C:13]1[N:18]=[CH:17][N:16]=[C:15]([O:19][C:20]2[CH:21]=[C:22]3[C:27](=[CH:28][CH:29]=2)[C:26]([C:30]([NH:32][C:33]2[CH:38]=[CH:37][C:36]([N:39]4[CH2:44][CH2:43][CH2:42][C@@H:41]([NH:45]C(=O)OC(C)(C)C)[CH2:40]4)=[C:35]([C:53]([F:56])([F:55])[F:54])[CH:34]=2)=[O:31])=[CH:25][CH:24]=[CH:23]3)[CH:14]=1)(=[O:11])[CH3:10], predict the reaction product. The product is: [NH2:45][C@@H:41]1[CH2:42][CH2:43][CH2:44][N:39]([C:36]2[CH:37]=[CH:38][C:33]([NH:32][C:30]([C:26]3[C:27]4[C:22](=[CH:21][C:20]([O:19][C:15]5[CH:14]=[C:13]([NH:12][C:9](=[O:11])[CH3:10])[N:18]=[CH:17][N:16]=5)=[CH:29][CH:28]=4)[CH:23]=[CH:24][CH:25]=3)=[O:31])=[CH:34][C:35]=2[C:53]([F:56])([F:55])[F:54])[CH2:40]1. (3) Given the reactants [NH2:1][C:2]1[CH:7]=[C:6]([N+:8]([O-:10])=[O:9])[CH:5]=[CH:4][C:3]=1[OH:11].C1COCC1.[Br:17][C:18]([CH3:23])([CH3:22])[C:19](Br)=[O:20], predict the reaction product. The product is: [Br:17][C:18]([CH3:23])([CH3:22])[C:19]([NH:1][C:2]1[CH:7]=[C:6]([N+:8]([O-:10])=[O:9])[CH:5]=[CH:4][C:3]=1[OH:11])=[O:20]. (4) Given the reactants [OH-].[Na+].[CH3:3][N:4]1[CH2:9][CH2:8][NH:7][CH2:6][CH2:5]1.Cl[C:11]1[CH:12]=[CH:13][C:14]([N+:18]([O-:20])=[O:19])=[C:15]([CH:17]=1)[NH2:16], predict the reaction product. The product is: [CH3:3][N:4]1[CH2:9][CH2:8][N:7]([C:11]2[CH:12]=[CH:13][C:14]([N+:18]([O-:20])=[O:19])=[C:15]([CH:17]=2)[NH2:16])[CH2:6][CH2:5]1. (5) The product is: [CH2:1]([C:17]1([CH2:16][CH2:15][C:12]2[CH:13]=[CH:14][C:9]([CH2:1][CH2:2][C:3]3[CH:4]=[CH:5][CH:6]=[CH:7][CH:8]=3)=[CH:10][CH:11]=2)[CH:22]=[CH:21][CH:20]=[CH:19][CH2:18]1)[CH2:2][C:3]1[CH:8]=[CH:7][CH:6]=[CH:5][CH:4]=1. Given the reactants [CH2:1]([C:9]1[CH:14]=[CH:13][C:12]([CH2:15][CH2:16][C:17]2[CH:22]=[CH:21][CH:20]=[CH:19][CH:18]=2)=[CH:11][CH:10]=1)[CH2:2][C:3]1[CH:8]=[CH:7][CH:6]=[CH:5][CH:4]=1, predict the reaction product. (6) Given the reactants [CH3:1][C@H:2]([CH2:9][O:10][CH:11]1[CH2:16][CH2:15][CH2:14][CH2:13][O:12]1)[CH2:3][C:4]#[C:5][C:6](=[O:8])[CH3:7].[H][H], predict the reaction product. The product is: [CH3:1][C@H:2]([CH2:9][O:10][CH:11]1[CH2:16][CH2:15][CH2:14][CH2:13][O:12]1)[CH2:3][CH2:4][CH2:5][C:6](=[O:8])[CH3:7]. (7) Given the reactants [CH3:1][S:2][CH2:3][CH2:4][C@@H:5]1[NH:9][C:8]2([CH2:14][CH2:13][N:12]([C:15]([O:17][C:18]([CH3:21])([CH3:20])[CH3:19])=[O:16])[CH2:11][CH2:10]2)[NH:7][C:6]1=[O:22].[H-].[Na+].[CH2:25](Cl)[C:26]1[CH:31]=[CH:30][CH:29]=[CH:28][CH:27]=1.[NH4+].[Cl-], predict the reaction product. The product is: [CH2:25]([N:7]1[C:8]2([CH2:14][CH2:13][N:12]([C:15]([O:17][C:18]([CH3:19])([CH3:21])[CH3:20])=[O:16])[CH2:11][CH2:10]2)[NH:9][C@@H:5]([CH2:4][CH2:3][S:2][CH3:1])[C:6]1=[O:22])[C:26]1[CH:31]=[CH:30][CH:29]=[CH:28][CH:27]=1.